From a dataset of Choline transporter screen with 302,306 compounds. Binary Classification. Given a drug SMILES string, predict its activity (active/inactive) in a high-throughput screening assay against a specified biological target. The result is 0 (inactive). The compound is O=C(N1CCN(CC1)c1ccc(OC)cc1)c1noc(c1)C.